From a dataset of Catalyst prediction with 721,799 reactions and 888 catalyst types from USPTO. Predict which catalyst facilitates the given reaction. (1) Reactant: [O:1]=[C:2]1[CH2:10][C:9]2[C:4](=[CH:5][C:6]([C:11]([C:13]3[CH:14]=[C:15]([NH:19][C:20]([C:22]4[CH:23]=[N:24][N:25]([CH3:28])[C:26]=4[CH3:27])=[O:21])[CH:16]=[CH:17][CH:18]=3)=[O:12])=[CH:7][CH:8]=2)[NH:3]1.[CH:29](OCC)=[O:30].[O-]CC.[Na+]. Product: [OH:30][CH:29]=[C:10]1[C:9]2[C:4](=[CH:5][C:6]([C:11]([C:13]3[CH:14]=[C:15]([NH:19][C:20]([C:22]4[CH:23]=[N:24][N:25]([CH3:28])[C:26]=4[CH3:27])=[O:21])[CH:16]=[CH:17][CH:18]=3)=[O:12])=[CH:7][CH:8]=2)[NH:3][C:2]1=[O:1]. The catalyst class is: 8. (2) Reactant: P(Cl)(Cl)(Cl)=O.CN([CH:9]=[O:10])C.[S:11]1[C:15]([NH:16][C:17](=[O:32])[CH2:18][N:19]2[C:27]3[CH2:26][CH2:25][CH2:24][CH2:23][C:22]=3[C:21]([C:28]([F:31])([F:30])[F:29])=[N:20]2)=[CH:14][C:13]2[CH2:33][CH2:34][CH2:35][CH2:36][C:12]1=2.C([O-])(=O)C.[Na+]. Product: [CH:9]([C:14]1[C:13]2[CH2:33][CH2:34][CH2:35][CH2:36][C:12]=2[S:11][C:15]=1[NH:16][C:17](=[O:32])[CH2:18][N:19]1[C:27]2[CH2:26][CH2:25][CH2:24][CH2:23][C:22]=2[C:21]([C:28]([F:31])([F:29])[F:30])=[N:20]1)=[O:10]. The catalyst class is: 279. (3) Reactant: [Li+].CC([N-]C(C)C)C.[C:9]([CH:13]1[CH2:19][C:18]2[CH:20]=[CH:21][CH:22]=[CH:23][C:17]=2[C:16]2=[C:24]([CH:35]3[CH2:40][CH2:39][CH2:38][CH2:37][CH2:36]3)[C:25]3[CH:26]=[CH:27][C:28]([C:31]([O:33][CH3:34])=[O:32])=[CH:29][C:30]=3[N:15]2[CH2:14]1)([O:11][CH3:12])=[O:10].C1C=CC(S(N(S(C2C=CC=CC=2)(=O)=O)[F:51])(=O)=O)=CC=1. Product: [CH:35]1([C:24]2[C:25]3[CH:26]=[CH:27][C:28]([C:31]([O:33][CH3:34])=[O:32])=[CH:29][C:30]=3[N:15]3[CH2:14][C:13]([C:9]([O:11][CH3:12])=[O:10])([F:51])[CH2:19][C:18]4[CH:20]=[CH:21][CH:22]=[CH:23][C:17]=4[C:16]=23)[CH2:40][CH2:39][CH2:38][CH2:37][CH2:36]1. The catalyst class is: 1. (4) Reactant: C[O:2][C:3](=[O:14])[C:4]1[CH:9]=[C:8]([O:10][CH2:11][CH3:12])[CH:7]=[CH:6][C:5]=1[Br:13].[OH-].[Na+]. Product: [Br:13][C:5]1[CH:6]=[CH:7][C:8]([O:10][CH2:11][CH3:12])=[CH:9][C:4]=1[C:3]([OH:14])=[O:2]. The catalyst class is: 7. (5) Reactant: [F:1][C:2]([F:11])([F:10])[C:3]1[CH:4]=[C:5]([SH:9])[CH:6]=[CH:7][CH:8]=1.Br[C:13]([CH3:20])([CH3:19])[C:14]([O:16][CH2:17][CH3:18])=[O:15].C([O-])([O-])=O.[K+].[K+]. Product: [CH3:19][C:13]([S:9][C:5]1[CH:6]=[CH:7][CH:8]=[C:3]([C:2]([F:1])([F:10])[F:11])[CH:4]=1)([CH3:20])[C:14]([O:16][CH2:17][CH3:18])=[O:15]. The catalyst class is: 23.